This data is from Full USPTO retrosynthesis dataset with 1.9M reactions from patents (1976-2016). The task is: Predict the reactants needed to synthesize the given product. Given the product [C:9]1([S:15]([N:1]([C:2]2[C:6]([Br:7])=[C:5]([CH3:8])[O:4][N:3]=2)[S:15]([C:9]2[CH:14]=[CH:13][CH:12]=[CH:11][CH:10]=2)(=[O:17])=[O:16])(=[O:17])=[O:16])[CH:14]=[CH:13][CH:12]=[CH:11][CH:10]=1, predict the reactants needed to synthesize it. The reactants are: [NH2:1][C:2]1[C:6]([Br:7])=[C:5]([CH3:8])[O:4][N:3]=1.[C:9]1([S:15](Cl)(=[O:17])=[O:16])[CH:14]=[CH:13][CH:12]=[CH:11][CH:10]=1.